Dataset: NCI-60 drug combinations with 297,098 pairs across 59 cell lines. Task: Regression. Given two drug SMILES strings and cell line genomic features, predict the synergy score measuring deviation from expected non-interaction effect. (1) Drug 1: CC1=C2C(C(=O)C3(C(CC4C(C3C(C(C2(C)C)(CC1OC(=O)C(C(C5=CC=CC=C5)NC(=O)OC(C)(C)C)O)O)OC(=O)C6=CC=CC=C6)(CO4)OC(=O)C)OC)C)OC. Drug 2: C1=NC2=C(N1)C(=S)N=C(N2)N. Cell line: OVCAR-8. Synergy scores: CSS=66.0, Synergy_ZIP=0.609, Synergy_Bliss=-0.354, Synergy_Loewe=-4.95, Synergy_HSA=3.42. (2) Drug 1: CC1OCC2C(O1)C(C(C(O2)OC3C4COC(=O)C4C(C5=CC6=C(C=C35)OCO6)C7=CC(=C(C(=C7)OC)O)OC)O)O. Drug 2: CCCCC(=O)OCC(=O)C1(CC(C2=C(C1)C(=C3C(=C2O)C(=O)C4=C(C3=O)C=CC=C4OC)O)OC5CC(C(C(O5)C)O)NC(=O)C(F)(F)F)O. Cell line: OVCAR-5. Synergy scores: CSS=15.0, Synergy_ZIP=-5.11, Synergy_Bliss=-4.12, Synergy_Loewe=-4.29, Synergy_HSA=-3.99. (3) Drug 1: COC1=C(C=C2C(=C1)N=CN=C2NC3=CC(=C(C=C3)F)Cl)OCCCN4CCOCC4. Drug 2: C#CCC(CC1=CN=C2C(=N1)C(=NC(=N2)N)N)C3=CC=C(C=C3)C(=O)NC(CCC(=O)O)C(=O)O. Cell line: UACC-257. Synergy scores: CSS=15.8, Synergy_ZIP=-3.21, Synergy_Bliss=-0.0638, Synergy_Loewe=0.657, Synergy_HSA=0.00767. (4) Drug 1: CC1C(C(=O)NC(C(=O)N2CCCC2C(=O)N(CC(=O)N(C(C(=O)O1)C(C)C)C)C)C(C)C)NC(=O)C3=C4C(=C(C=C3)C)OC5=C(C(=O)C(=C(C5=N4)C(=O)NC6C(OC(=O)C(N(C(=O)CN(C(=O)C7CCCN7C(=O)C(NC6=O)C(C)C)C)C)C(C)C)C)N)C. Drug 2: CC1=C(C(CCC1)(C)C)C=CC(=CC=CC(=CC(=O)O)C)C. Cell line: UO-31. Synergy scores: CSS=8.10, Synergy_ZIP=0.661, Synergy_Bliss=4.58, Synergy_Loewe=5.61, Synergy_HSA=2.15. (5) Drug 1: CNC(=O)C1=CC=CC=C1SC2=CC3=C(C=C2)C(=NN3)C=CC4=CC=CC=N4. Drug 2: CC1=C(C=C(C=C1)C(=O)NC2=CC(=CC(=C2)C(F)(F)F)N3C=C(N=C3)C)NC4=NC=CC(=N4)C5=CN=CC=C5. Cell line: DU-145. Synergy scores: CSS=-6.93, Synergy_ZIP=4.67, Synergy_Bliss=3.51, Synergy_Loewe=-3.93, Synergy_HSA=-3.35. (6) Drug 1: CCN(CC)CCCC(C)NC1=C2C=C(C=CC2=NC3=C1C=CC(=C3)Cl)OC. Drug 2: CC1C(C(CC(O1)OC2CC(CC3=C2C(=C4C(=C3O)C(=O)C5=CC=CC=C5C4=O)O)(C(=O)C)O)N)O. Cell line: SF-268. Synergy scores: CSS=34.5, Synergy_ZIP=-2.89, Synergy_Bliss=-4.23, Synergy_Loewe=-20.6, Synergy_HSA=-3.11. (7) Drug 2: C(CN)CNCCSP(=O)(O)O. Drug 1: C1=CC=C(C=C1)NC(=O)CCCCCCC(=O)NO. Synergy scores: CSS=1.79, Synergy_ZIP=-0.377, Synergy_Bliss=1.11, Synergy_Loewe=-17.2, Synergy_HSA=-6.84. Cell line: MCF7. (8) Drug 1: C1=NC2=C(N=C(N=C2N1C3C(C(C(O3)CO)O)O)F)N. Drug 2: CC12CCC3C(C1CCC2OP(=O)(O)O)CCC4=C3C=CC(=C4)OC(=O)N(CCCl)CCCl.[Na+]. Cell line: EKVX. Synergy scores: CSS=0.0480, Synergy_ZIP=3.17, Synergy_Bliss=7.54, Synergy_Loewe=1.18, Synergy_HSA=1.82. (9) Drug 1: CC1=C2C(C(=O)C3(C(CC4C(C3C(C(C2(C)C)(CC1OC(=O)C(C(C5=CC=CC=C5)NC(=O)OC(C)(C)C)O)O)OC(=O)C6=CC=CC=C6)(CO4)OC(=O)C)O)C)O. Drug 2: B(C(CC(C)C)NC(=O)C(CC1=CC=CC=C1)NC(=O)C2=NC=CN=C2)(O)O. Cell line: OVCAR-8. Synergy scores: CSS=63.3, Synergy_ZIP=-4.58, Synergy_Bliss=2.08, Synergy_Loewe=-5.46, Synergy_HSA=0.785.